From a dataset of Reaction yield outcomes from USPTO patents with 853,638 reactions. Predict the reaction yield, written as a fraction of the theoretical maximum amount of product (1.0 means a 100% yield; for example, 0.34 means a 34% yield). The reactants are [C:1]([C:3]1[CH:4]=[C:5]2[C:10](=[CH:11][CH:12]=1)[NH:9][CH2:8][C@@H:7]([NH:13][S:14]([C:17]1[CH:22]=[CH:21][CH:20]=[CH:19][CH:18]=1)(=[O:16])=[O:15])[CH2:6]2)#[N:2].CO.C([O-])([O-])=O.[Ca+2].[Br-:30].[Br-].[Br-].C([N+](CC)(CC)CC)C1C=CC=CC=1.C([N+](CC)(CC)CC)C1C=CC=CC=1.C([N+](CC)(CC)CC)C1C=CC=CC=1. The catalyst is C1COCC1.C(Cl)Cl. The product is [Br:30][C:11]1[CH:12]=[C:3]([C:1]#[N:2])[CH:4]=[C:5]2[C:10]=1[NH:9][CH2:8][CH:7]([NH:13][S:14]([C:17]1[CH:22]=[CH:21][CH:20]=[CH:19][CH:18]=1)(=[O:16])=[O:15])[CH2:6]2. The yield is 0.770.